Dataset: Experimentally validated miRNA-target interactions with 360,000+ pairs, plus equal number of negative samples. Task: Binary Classification. Given a miRNA mature sequence and a target amino acid sequence, predict their likelihood of interaction. (1) The miRNA is hsa-miR-8073 with sequence ACCUGGCAGCAGGGAGCGUCGU. The protein sequence of the target gene is MAAPRVFPLSCAVQQYAWGKMGSNSEVARLLASSDPLAQIAEDKPYAELWMGTHPRGDAKILDNRISQKTLSQWIAENQDSLGSKVKDTFNGNLPFLFKVLSVETPLSIQAHPNKELAEKLHLQAPQHYPDANHKPEMAIALTPFQGLCGFRPVEEIVTFLKKVPEFQFLIGDEAATHLKQTMSHDSQAVASSLQSCFSHLMKSEKKVVVEQLNLLVKRISQQAAAGNNMEDIFGELLLQLHQQYPGDIGCFAIYFLNLLTLKPGEAMFLEANVPHAYLKGDCVECMACSDNTVRAGLTP.... Result: 1 (interaction). (2) The miRNA is hsa-miR-4536-3p with sequence UCGUGCAUAUAUCUACCACAU. The protein sequence of the target gene is MDMLDPGLDPAASATAAAAASHDKGPEAEEGVELQEGGDGPGAEEQTAVAITSVQQAAFGDHNIQYQFRTETNGGQVTYRVVQVTDGQLDGQGDTAGAVSVVSTAAFAGGQQAVTQVGVDGAAQRPGPAAASVPPGPAAPFPLAVIQNPFSNGGSPAAEAVSGEARFAYFPASSVGDTTAVSVQTTDQSLQAGGQFYVMMTPQDVLQTGTQRTIAPRTHPYSPKIDGTRTPRDERRRAQHNEVERRRRDKINNWIVQLSKIIPDCNADNSKTGASKGGILSKACDYIRELRQTNQRMQET.... Result: 0 (no interaction). (3) The protein sequence of the target gene is MASTCQRLSFYVSPLKRQLVSRPPVILWERLIPGCSRSIYSATGKWTKEYTLQTRKDVEKWWHQQIKEQASRVSEEDKLKPKFYLLSMFPYPSGKLHMGHVRVYTLSDTIARFQKMRGMQVINPMGWDAFGLPAENAAIERNLHPESWTQSNIKHMRKQLDRLGLCFSWDREITTCLPDYYKWTQYLFIKLYEAGLAYQKEALVNWDPVDQTVLANEQVNEYGCSWRSGAKVEKKYLRQWFIKTTAYAKAMQDALADLPEWYGIKGMQAHWIGDCVGCHLDFTLKVDGEDTGEKLTAYTA.... Result: 1 (interaction). The miRNA is mmu-miR-350-3p with sequence UUCACAAAGCCCAUACACUUUC.